Dataset: Forward reaction prediction with 1.9M reactions from USPTO patents (1976-2016). Task: Predict the product of the given reaction. (1) The product is: [Br:29][C:30]1[CH:31]=[C:32]2[C:36](=[CH:37][CH:38]=1)[NH:35][C:34]([C:48]([NH2:57])=[O:50])=[C:33]2[S:53]([N:7]1[CH2:6][CH:20]([OH:22])[CH2:8]1)(=[O:54])=[O:55]. Given the reactants ClC1C=C2[C:8](=CC=1)[N:7](S(C1C=CC=CC=1)(=O)=O)[C:6]([C:20]([O:22]CC)=O)=C2S(Cl)(=O)=O.[Br:29][C:30]1[CH:31]=[C:32]2[C:36](=[CH:37][CH:38]=1)[N:35](S(C1C=CC=CC=1)(=O)=O)[C:34]([C:48]([O:50]CC)=O)=[C:33]2[S:53](Cl)(=[O:55])=[O:54].[NH:57]1CCOCC1.OC1CNC1, predict the reaction product. (2) Given the reactants [CH3:1][C:2]([CH3:9])([CH3:8])[CH:3]=[CH:4][N+:5]([O-])=O.[C:10]([O:16][CH2:17][CH3:18])(=[O:15])[CH2:11][C:12]([CH3:14])=O.[Na].[F:20][C:21]1[CH:27]=[CH:26][C:24](N)=[CH:23][CH:22]=1, predict the reaction product. The product is: [CH2:17]([O:16][C:10]([C:11]1[C:3]([C:2]([CH3:9])([CH3:8])[CH3:1])=[CH:4][N:5]([C:24]2[CH:26]=[CH:27][C:21]([F:20])=[CH:22][CH:23]=2)[C:12]=1[CH3:14])=[O:15])[CH3:18].